Predict which catalyst facilitates the given reaction. From a dataset of Catalyst prediction with 721,799 reactions and 888 catalyst types from USPTO. (1) Reactant: [Cl:1][C:2]1[CH:3]=[N:4][CH:5]=[C:6]([Cl:27])[C:7]=1[NH:8][C:9]([C:11]1[C:19]2[C:18]3[CH:20]=[C:21]([NH2:24])[CH:22]=[CH:23][C:17]=3[O:16][C:15]=2[C:14]([O:25][CH3:26])=[CH:13][CH:12]=1)=[O:10].[F:28][C:29]([F:40])([F:39])[C:30](O[C:30](=[O:31])[C:29]([F:40])([F:39])[F:28])=[O:31].N1C=CC=CC=1. Product: [Cl:1][C:2]1[CH:3]=[N:4][CH:5]=[C:6]([Cl:27])[C:7]=1[NH:8][C:9]([C:11]1[C:19]2[C:18]3[CH:20]=[C:21]([NH:24][C:30](=[O:31])[C:29]([F:40])([F:39])[F:28])[CH:22]=[CH:23][C:17]=3[O:16][C:15]=2[C:14]([O:25][CH3:26])=[CH:13][CH:12]=1)=[O:10]. The catalyst class is: 4. (2) Reactant: [I:1]I.C1C=CC(P(C2C=CC=CC=2)C2C=CC=CC=2)=CC=1.N1C=CN=C1.[CH3:27][O:28][C:29]1[CH:30]=[C:31]([S:37]([N:40]2[CH:44]=[CH:43][C:42]([CH2:45][CH2:46][CH2:47][CH2:48][CH2:49]O)=[CH:41]2)(=[O:39])=[O:38])[CH:32]=[CH:33][C:34]=1[O:35][CH3:36]. Product: [CH3:27][O:28][C:29]1[CH:30]=[C:31]([S:37]([N:40]2[CH:44]=[CH:43][C:42]([CH2:45][CH2:46][CH2:47][CH2:48][CH2:49][I:1])=[CH:41]2)(=[O:39])=[O:38])[CH:32]=[CH:33][C:34]=1[O:35][CH3:36]. The catalyst class is: 2. (3) Reactant: [F:1][C:2]1[CH:3]=[CH:4][C:5]([O:10][CH:11]2[CH2:15][CH2:14][CH2:13][CH2:12]2)=[C:6]([CH:9]=1)[CH:7]=O.[Li+].C[Si]([N-:21][Si](C)(C)C)(C)C.[C:26](Cl)(=[O:28])[CH3:27].Cl[Si:31]([CH3:34])([CH3:33])[CH3:32]. Product: [F:1][C:2]1[CH:3]=[CH:4][C:5]([O:10][CH:11]2[CH2:15][CH2:14][CH2:13][CH2:12]2)=[C:6]([CH:7]=[N:21][C:26]([O:28][Si:31]([CH3:34])([CH3:33])[CH3:32])=[CH2:27])[CH:9]=1. The catalyst class is: 66. (4) Reactant: [C:1]([O:5][C:6]([N:8]1[CH2:12][CH2:11][CH2:10][C@@H:9]1[C:13]([OH:15])=O)=[O:7])([CH3:4])([CH3:3])[CH3:2].[NH:16]1[CH2:21][CH2:20][O:19][CH2:18][CH2:17]1.C(Cl)CCl.C1C=CC2N(O)N=NC=2C=1.CCN(CC)CC. Product: [C:1]([O:5][C:6]([N:8]1[CH2:12][CH2:11][CH2:10][C@@H:9]1[C:13]([N:16]1[CH2:21][CH2:20][O:19][CH2:18][CH2:17]1)=[O:15])=[O:7])([CH3:2])([CH3:3])[CH3:4]. The catalyst class is: 2. (5) Reactant: [CH3:1][C:2]1([CH3:10])[CH2:7][CH2:6][CH2:5][C:4]([CH3:9])([CH3:8])[NH:3]1.[Li:11]CCCC.C1(N=CC2C=CC(OC)=CC=2C)CCCCC1.CN(OC)C(C1CC1)=O.[NH4+].[Cl-]. Product: [Li:11][N:3]1[C:4]([CH3:9])([CH3:8])[CH2:5][CH2:6][CH2:7][C:2]1([CH3:10])[CH3:1]. The catalyst class is: 1. (6) Reactant: [Cl:1][C:2]1[CH:7]=[C:6]([O:8][CH3:9])[C:5]([S:10]([C:13]([CH3:21])([C:15]2[CH:20]=[CH:19][CH:18]=[CH:17][CH:16]=2)[CH3:14])(=[O:12])=[O:11])=[CH:4][C:3]=1[N:22]1[C:26]2=[N:27][C:28]([C:32]([O:34]CC)=[O:33])=[CH:29][C:30]([CH3:31])=[C:25]2[NH:24][C:23]1=[O:37].O1CCCC1.O.[OH-].[Li+].Cl. Product: [C:32]([C:28]1[N:27]=[C:26]2[N:22]([C:3]3[CH:4]=[C:5]([S:10]([C:13]([CH3:14])([C:15]4[CH:16]=[CH:17][CH:18]=[CH:19][CH:20]=4)[CH3:21])(=[O:12])=[O:11])[C:6]([O:8][CH3:9])=[CH:7][C:2]=3[Cl:1])[C:23](=[O:37])[NH:24][C:25]2=[C:30]([CH3:31])[CH:29]=1)([OH:34])=[O:33]. The catalyst class is: 72.